This data is from Forward reaction prediction with 1.9M reactions from USPTO patents (1976-2016). The task is: Predict the product of the given reaction. (1) Given the reactants O.[CH3:2][O:3][C:4]1[CH:9]=[CH:8][C:7]([C:10]([CH:12]=O)=[O:11])=[CH:6][CH:5]=1.C1(P(=[CH:33][C:34](=[O:36])[CH3:35])(C2C=CC=CC=2)C2C=CC=CC=2)C=CC=CC=1, predict the reaction product. The product is: [CH3:2][O:3][C:4]1[CH:5]=[CH:6][C:7]([C:10](=[O:11])/[CH:12]=[CH:33]/[C:34](=[O:36])[CH3:35])=[CH:8][CH:9]=1. (2) Given the reactants [Cl:1][C:2]1[CH:7]=[CH:6][CH:5]=[C:4]([Cl:8])[C:3]=1[O:9][CH2:10][C:11]1[C:15]([CH2:16][O:17][C:18]2[CH:19]=[C:20]3[C:24](=[CH:25][CH:26]=2)[N:23]([CH2:27][C:28]2[CH:29]=[C:30]([CH:35]=[CH:36][CH:37]=2)[C:31]([O:33]C)=[O:32])[CH:22]=[CH:21]3)=[C:14]([CH:38]([CH3:40])[CH3:39])[O:13][N:12]=1.O1CCCC1.[OH-].[Na+], predict the reaction product. The product is: [Cl:8][C:4]1[CH:5]=[CH:6][CH:7]=[C:2]([Cl:1])[C:3]=1[O:9][CH2:10][C:11]1[C:15]([CH2:16][O:17][C:18]2[CH:19]=[C:20]3[C:24](=[CH:25][CH:26]=2)[N:23]([CH2:27][C:28]2[CH:29]=[C:30]([CH:35]=[CH:36][CH:37]=2)[C:31]([OH:33])=[O:32])[CH:22]=[CH:21]3)=[C:14]([CH:38]([CH3:40])[CH3:39])[O:13][N:12]=1. (3) Given the reactants [N:1]1[CH:6]=[CH:5][C:4]([C:7]([OH:9])=O)=[N:3][CH:2]=1.CCN(C(C)C)C(C)C.[N+:19]([CH2:21][C:22]([O:24][CH3:25])=[O:23])#[C-:20].C1C=CC(P(N=[N+]=[N-])(C2C=CC=CC=2)=O)=CC=1.C([O-])(O)=O.[Na+], predict the reaction product. The product is: [N:1]1[CH:6]=[CH:5][C:4]([C:7]2[O:9][CH:20]=[N:19][C:21]=2[C:22]([O:24][CH3:25])=[O:23])=[N:3][CH:2]=1. (4) Given the reactants [Li]CCCC.[C:6]([Si:8]([CH:15]([CH3:17])[CH3:16])([CH:12]([CH3:14])[CH3:13])[CH:9]([CH3:11])[CH3:10])#[CH:7].[CH:18](=[O:25])[C:19]1[CH:24]=[CH:23][N:22]=[CH:21][CH:20]=1.[NH4+].[Cl-], predict the reaction product. The product is: [N:22]1[CH:23]=[CH:24][C:19]([CH:18]([OH:25])[C:7]#[C:6][Si:8]([CH:12]([CH3:14])[CH3:13])([CH:9]([CH3:11])[CH3:10])[CH:15]([CH3:17])[CH3:16])=[CH:20][CH:21]=1. (5) Given the reactants [CH3:1][O:2][C:3]([NH:5][C@H:6]([C:10]([N:12]1[CH2:16][C@@H:15]([CH2:17][O:18][CH3:19])[CH2:14][C@H:13]1[C:20]1[NH:24][C:23]2[C:25]3[C:30]([CH:31]=[CH:32][C:22]=2[N:21]=1)=[CH:29][C:28]1[C:33]2[C:38]([CH2:39][O:40][C:27]=1[CH:26]=3)=[CH:37][C:36]([C:41]1[NH:45][C:44]([C@@H:46]3[CH2:50][C@H:49]([CH3:51])[CH2:48][N:47]3C(OC(C)(C)C)=O)=[N:43][CH:42]=1)=[CH:35][CH:34]=2)=[O:11])[CH:7](C)[CH3:8])=[O:4].Cl.[CH3:60][O:61][C@H:62]([CH3:72])[C@H:63]([NH:67][C:68]([O:70][CH3:71])=[O:69])[C:64](O)=[O:65].CN([C:76]([O:80]N1N=NC2C=CC=NC1=2)=[N+](C)C)C.F[P-](F)(F)(F)(F)F.CCN(C(C)C)C(C)C, predict the reaction product. The product is: [CH3:76][O:80][C@H:7]([CH3:8])[C@H:6]([NH:5][C:3](=[O:4])[O:2][CH3:1])[C:10]([N:12]1[CH2:16][C@@H:15]([CH2:17][O:18][CH3:19])[CH2:14][C@H:13]1[C:20]1[NH:24][C:23]2[C:25]3[C:30]([CH:31]=[CH:32][C:22]=2[N:21]=1)=[CH:29][C:28]1[C:33]2[C:38]([CH2:39][O:40][C:27]=1[CH:26]=3)=[CH:37][C:36]([C:41]1[NH:45][C:44]([C@@H:46]3[CH2:50][C@H:49]([CH3:51])[CH2:48][N:47]3[C:64](=[O:65])[C@H:63]([C@@H:62]([CH3:72])[O:61][CH3:60])[NH:67][C:68]([O:70][CH3:71])=[O:69])=[N:43][CH:42]=1)=[CH:35][CH:34]=2)=[O:11].